The task is: Predict which catalyst facilitates the given reaction.. This data is from Catalyst prediction with 721,799 reactions and 888 catalyst types from USPTO. (1) Reactant: [Cl:1][C:2]1[N:3]=[C:4]([Cl:23])[C:5]2[CH:10]([CH3:11])[CH2:9][N:8](CC3C=CC(OC)=CC=3OC)[C:6]=2[N:7]=1. Product: [Cl:1][C:2]1[N:3]=[C:4]([Cl:23])[C:5]2[CH:10]([CH3:11])[CH2:9][NH:8][C:6]=2[N:7]=1. The catalyst class is: 620. (2) Reactant: [S:1]1[C:5]2[CH:6]=[CH:7][CH:8]=[C:9]([CH2:10][CH2:11][O:12][CH2:13][CH2:14][CH2:15]O)[C:4]=2[CH:3]=[CH:2]1.S(Cl)([Cl:19])=O.CN(C)C=O. Product: [Cl:19][CH2:15][CH2:14][CH2:13][O:12][CH2:11][CH2:10][C:9]1[C:4]2[CH:3]=[CH:2][S:1][C:5]=2[CH:6]=[CH:7][CH:8]=1. The catalyst class is: 2. (3) Reactant: [Br:1][C:2]1[C:3]([CH3:10])=[N:4][C:5](Cl)=[CH:6][C:7]=1[CH3:8].CN([CH:14]=[O:15])C.C[O-].[Na+]. Product: [Br:1][C:2]1[C:3]([CH3:10])=[N:4][C:5]([O:15][CH3:14])=[CH:6][C:7]=1[CH3:8]. The catalyst class is: 6.